The task is: Predict the product of the given reaction.. This data is from Forward reaction prediction with 1.9M reactions from USPTO patents (1976-2016). (1) Given the reactants [F:1][CH:2]([F:11])[C:3](=O)[CH2:4][C:5](OCC)=[O:6].C(O)(=O)C.[CH3:16][NH:17][NH2:18], predict the reaction product. The product is: [CH3:16][N:17]1[C:5]([OH:6])=[CH:4][C:3]([CH:2]([F:11])[F:1])=[N:18]1. (2) Given the reactants [C:1]([C:5]1[CH:9]=[C:8]([NH2:10])[N:7]([C:11]2[CH:16]=[CH:15][C:14]([CH3:17])=[CH:13][CH:12]=2)[N:6]=1)([CH3:4])([CH3:3])[CH3:2].C(=O)([O-])[O-].[Na+].[Na+].Cl[C:25]([O:27][C:28]1[CH:33]=[CH:32][CH:31]=[CH:30][CH:29]=1)=[O:26], predict the reaction product. The product is: [C:1]([C:5]1[CH:9]=[C:8]([NH:10][C:25](=[O:26])[O:27][C:28]2[CH:33]=[CH:32][CH:31]=[CH:30][CH:29]=2)[N:7]([C:11]2[CH:12]=[CH:13][C:14]([CH3:17])=[CH:15][CH:16]=2)[N:6]=1)([CH3:4])([CH3:3])[CH3:2]. (3) Given the reactants CS(C)=O.O.[CH3:6][CH2:7][N:8]([CH2:11][CH2:12][NH:13][C:14]([C:16]1[C:17]([CH3:34])=[C:18](/[CH:22]=[C:23]2/[C:24]3[CH:25]=[C:26]([F:33])[CH:27]=[CH:28][C:29]=3[NH:30][C:31]/2=[O:32])[NH:19][C:20]=1[CH3:21])=[O:15])[CH2:9][CH3:10].C(C(O)=O)[C@H](O)C(O)=O, predict the reaction product. The product is: [CH3:6][CH2:7][N:8]([CH2:11][CH2:12][NH:13][C:14]([C:16]1[C:17]([CH3:34])=[C:18](/[CH:22]=[C:23]2/[C:24]3[CH:25]=[C:26]([F:33])[CH:27]=[CH:28][C:29]=3[NH:30][C:31]/2=[O:32])[NH:19][C:20]=1[CH3:21])=[O:15])[CH2:9][CH3:10]. (4) Given the reactants [CH2:1]([NH:8][CH2:9][CH2:10][CH2:11][NH:12][CH2:13][C:14]1[CH:19]=[CH:18][CH:17]=[CH:16][CH:15]=1)[C:2]1[CH:7]=[CH:6][CH:5]=[CH:4][CH:3]=1.Br[CH:21]([CH2:27]Br)[C:22]([O:24][CH2:25][CH3:26])=[O:23].C(N(C(C)C)CC)(C)C, predict the reaction product. The product is: [CH2:1]([N:8]1[CH2:9][CH2:10][CH2:11][N:12]([CH2:13][C:14]2[CH:15]=[CH:16][CH:17]=[CH:18][CH:19]=2)[CH2:27][CH:21]1[C:22]([O:24][CH2:25][CH3:26])=[O:23])[C:2]1[CH:3]=[CH:4][CH:5]=[CH:6][CH:7]=1. (5) Given the reactants [NH:1]1[C:9]2[C:4](=[CH:5][N:6]=[CH:7][CH:8]=2)[CH:3]=[CH:2]1.[CH3:10][N:11]1[CH2:16][CH2:15][C:14](=O)[CH2:13][CH2:12]1.N1CCCC1, predict the reaction product. The product is: [CH3:10][N:11]1[CH2:12][CH:13]=[C:14]([C:3]2[C:4]3[C:9](=[CH:8][CH:7]=[N:6][CH:5]=3)[NH:1][CH:2]=2)[CH2:15][CH2:16]1. (6) The product is: [OH:11][CH2:10][C@@H:9]([NH:8][C:6](=[O:7])[O:5][C:1]([CH3:3])([CH3:2])[CH3:4])[CH2:14][N:15]1[CH2:20][CH2:19][CH:18]([C:21]([F:24])([F:22])[F:23])[CH2:17][CH2:16]1. Given the reactants [C:1]([O:5][C:6]([NH:8][C@@H:9]([CH2:14][N:15]1[CH2:20][CH2:19][CH:18]([C:21]([F:24])([F:23])[F:22])[CH2:17][CH2:16]1)[C:10](OC)=[O:11])=[O:7])([CH3:4])([CH3:3])[CH3:2].C1COCC1.CC(C[AlH]CC(C)C)C.[C@H](O)(C([O-])=O)[C@@H](O)C([O-])=O.[Na+].[K+], predict the reaction product. (7) Given the reactants [Br:1][C:2]1[CH:7]=[C:6]([CH2:8]O)[CH:5]=[CH:4][C:3]=1[CH:10]1[S:14](=[O:16])(=[O:15])[NH:13][C:12](=[O:17])[CH2:11]1.C1(P(C2C=CC=CC=2)C2C=CC=CC=2)C=CC=CC=1.C(Br)(Br)(Br)[Br:38], predict the reaction product. The product is: [Br:1][C:2]1[CH:7]=[C:6]([CH2:8][Br:38])[CH:5]=[CH:4][C:3]=1[CH:10]1[S:14](=[O:16])(=[O:15])[NH:13][C:12](=[O:17])[CH2:11]1.